This data is from Drug-target binding data from BindingDB using IC50 measurements. The task is: Regression. Given a target protein amino acid sequence and a drug SMILES string, predict the binding affinity score between them. We predict pIC50 (pIC50 = -log10(IC50 in M); higher means more potent). Dataset: bindingdb_ic50. (1) The compound is Nc1ccc2c(c1)Oc1c(NCCN3CCOCC3)c(F)cc3c(=O)c(C(=O)O)cn-2c13. The target protein sequence is MADPKTKGRGSGGNGSGRRLVIVESPTKARKLASYLGSGYIVESSRGHIRDLPRAASDVPAKYKSQPWARLGVNVDADFEPLYIISPEKRSTVSELRGLLKDVDELYLATDGDREGEAIAWHLLETLKPRIPVKRMVFHEITEPAIRAAAEHPRDLDIDLVDAQETRRILDRLYGYEVSPVLWKKVAPKLSAGRVQSVATRIIVARERDRMAFRSAAYWDILAKLDASVSDPDAAPPTFSARLTAVAGRRVATGRDFDSLGTLRKGDEVIVLDEGSATALAAGLDGTQLTVASAEEKPYARRPYPPFMTSTLQQEASRKLRFSAERTMSIAQRLYENGYITYMRTDSTTLSESAINAARTQARQLYGDEYVAPAPRQYTRKVKNAQEAHEAIRPAGETFATPDAVRRELDGPNIDDFRLYELIWQRTVASQMADARGMTLSLRITGMSGHQEVVFSATGRTLTFPGFLKAYVETVDELVGGEADDAERRLPHLTPGQRLD.... The pIC50 is 6.6. (2) The drug is O=C(O)CCCCC(CS)CCCC(=O)O. The target protein (Q9Y2Q3) has sequence MGPLPRTVELFYDVLSPYSWLGFEILCRYQNIWNINLQLRPSLITGIMKDSGNKPPGLLPRKGLYMANDLKLLRHHLQIPIHFPKDFLSVMLEKGSLSAMRFLTAVNLEHPEMLEKASRELWMRVWSRNEDITEPQSILAAAEKAGMSAEQAQGLLEKIATPKVKNQLKETTEAACRYGAFGLPITVAHVDGQTHMLFGSDRMELLAHLLGEKWMGPIPPAVNARL. The pIC50 is 5.0.